Task: Predict which catalyst facilitates the given reaction.. Dataset: Catalyst prediction with 721,799 reactions and 888 catalyst types from USPTO (1) Reactant: ICI.[Sn](Cl)(Cl)(Cl)Cl.C(Cl)Cl.[Br:12][C:13]1[CH:18]=[CH:17][C:16]([C:19](=O)[CH:20]([F:22])[F:21])=[CH:15][CH:14]=1.[C:24](=O)(O)[O-].[Na+]. Product: [Br:12][C:13]1[CH:18]=[CH:17][C:16]([C:19]([CH:20]([F:22])[F:21])=[CH2:24])=[CH:15][CH:14]=1. The catalyst class is: 324. (2) Reactant: [OH:1][C:2]1[CH:3]=[C:4]([C:8]2[N:33]=[C:11]3[CH:12]=[C:13]([NH:16][C:17]([C:19]4[N:20]([CH3:32])[N:21]=[CH:22][C:23]=4[C:24]([N:26]4[CH2:31][CH2:30][O:29][CH2:28][CH2:27]4)=[O:25])=[O:18])[CH:14]=[CH:15][N:10]3[N:9]=2)[CH:5]=[CH:6][CH:7]=1.Br[CH2:35][CH2:36][F:37].C([O-])([O-])=O.[K+].[K+]. Product: [F:37][CH2:36][CH2:35][O:1][C:2]1[CH:3]=[C:4]([C:8]2[N:33]=[C:11]3[CH:12]=[C:13]([NH:16][C:17]([C:19]4[N:20]([CH3:32])[N:21]=[CH:22][C:23]=4[C:24]([N:26]4[CH2:27][CH2:28][O:29][CH2:30][CH2:31]4)=[O:25])=[O:18])[CH:14]=[CH:15][N:10]3[N:9]=2)[CH:5]=[CH:6][CH:7]=1. The catalyst class is: 31. (3) Reactant: Cl.Cl.[NH:3]1[CH2:8][CH2:7][NH:6][CH2:5][CH:4]1[C:9]([O:11][CH2:12][CH3:13])=[O:10].C(N(CC)CC)C.[CH3:21][C:22]([O:25][C:26](O[C:26]([O:25][C:22]([CH3:24])([CH3:23])[CH3:21])=[O:27])=[O:27])([CH3:24])[CH3:23]. Product: [N:6]1([C:26]([O:25][C:22]([CH3:24])([CH3:23])[CH3:21])=[O:27])[CH2:7][CH2:8][NH:3][CH:4]([C:9]([O:11][CH2:12][CH3:13])=[O:10])[CH2:5]1. The catalyst class is: 4. (4) Reactant: [CH2:1]([N:3]([CH2:6]C)[CH2:4][CH3:5])C.Cl.[CH:9]1[C:18]2[C:13](=[CH:14][CH:15]=[CH:16][CH:17]=2)[CH:12]=[CH:11][C:10]=1[CH:19]([O:24][C:25]1[CH:30]=[CH:29][CH:28]=[CH:27][CH:26]=1)C1CNC1.C=O.C(O)(=O)C.[BH4-].C(O)(=O)C.[Na+].[OH-].[Na+]. Product: [CH3:6][N:3]1[CH2:1][CH:5]([CH:19]([C:10]2[CH:11]=[CH:12][C:13]3[C:18](=[CH:17][CH:16]=[CH:15][CH:14]=3)[CH:9]=2)[O:24][C:25]2[CH:26]=[CH:27][CH:28]=[CH:29][CH:30]=2)[CH2:4]1. The catalyst class is: 5.